Dataset: NCI-60 drug combinations with 297,098 pairs across 59 cell lines. Task: Regression. Given two drug SMILES strings and cell line genomic features, predict the synergy score measuring deviation from expected non-interaction effect. Drug 1: CC1C(C(=O)NC(C(=O)N2CCCC2C(=O)N(CC(=O)N(C(C(=O)O1)C(C)C)C)C)C(C)C)NC(=O)C3=C4C(=C(C=C3)C)OC5=C(C(=O)C(=C(C5=N4)C(=O)NC6C(OC(=O)C(N(C(=O)CN(C(=O)C7CCCN7C(=O)C(NC6=O)C(C)C)C)C)C(C)C)C)N)C. Drug 2: N.N.Cl[Pt+2]Cl. Cell line: SF-295. Synergy scores: CSS=56.2, Synergy_ZIP=-4.60, Synergy_Bliss=3.11, Synergy_Loewe=-6.82, Synergy_HSA=4.55.